Dataset: Full USPTO retrosynthesis dataset with 1.9M reactions from patents (1976-2016). Task: Predict the reactants needed to synthesize the given product. (1) Given the product [F:13][C:12]([F:15])([F:14])[C:11]([NH:10][CH2:9][CH2:8][CH:7]([OH:17])[C:4]1[S:5][CH:6]=[C:2]([C:19]#[C:18][C:20]2([OH:26])[CH2:25][CH2:24][CH2:23][CH2:22][CH2:21]2)[CH:3]=1)=[O:16], predict the reactants needed to synthesize it. The reactants are: Br[C:2]1[CH:3]=[C:4]([CH:7]([OH:17])[CH2:8][CH2:9][NH:10][C:11](=[O:16])[C:12]([F:15])([F:14])[F:13])[S:5][CH:6]=1.[C:18]([C:20]1([OH:26])[CH2:25][CH2:24][CH2:23][CH2:22][CH2:21]1)#[CH:19]. (2) Given the product [Br:1][C:2]1[CH:7]=[CH:6][C:5]([CH:8]2[O:21][CH2:19][CH2:18][N:10]([C:11]([O:12][C:13]([CH3:16])([CH3:15])[CH3:14])=[O:17])[CH2:9]2)=[CH:4][C:3]=1[Cl:22], predict the reactants needed to synthesize it. The reactants are: [Br:1][C:2]1[CH:7]=[CH:6][C:5]([CH:8]([OH:21])[CH2:9][N:10]([CH2:18][CH2:19]O)[C:11](=[O:17])[O:12][C:13]([CH3:16])([CH3:15])[CH3:14])=[CH:4][C:3]=1[Cl:22].C(N(CC)CC)C.CS(Cl)(=O)=O.